This data is from Drug-target binding data from BindingDB using IC50 measurements. The task is: Regression. Given a target protein amino acid sequence and a drug SMILES string, predict the binding affinity score between them. We predict pIC50 (pIC50 = -log10(IC50 in M); higher means more potent). Dataset: bindingdb_ic50. (1) The compound is O=C(NCCCCN1CCC(Oc2ccc(F)cc2)C1)NCc1ccc(Br)cc1. The target protein (P32246) has sequence METPNTTEDYDTTTEFDYGDATPCQKVNERAFGAQLLPPLYSLVFVIGLVGNILVVLVLVQYKRLKNMTSIYLLNLAISDLLFLFTLPFWIDYKLKDDWVFGDAMCKILSGFYYTGLYSEIFFIILLTIDRYLAIVHAVFALRARTVTFGVITSIIIWALAILASMPGLYFSKTQWEFTHHTCSLHFPHESLREWKLFQALKLNLFGLVLPLLVMIICYTGIIKILLRRPNEKKSKAVRLIFVIMIIFFLFWTPYNLTILISVFQDFLFTHECEQSRHLDLAVQVTEVIAYTHCCVNPVIYAFVGERFRKYLRQLFHRRVAVHLVKWLPFLSVDRLERVSSTSPSTGEHELSAGF. The pIC50 is 6.4. (2) The compound is CC1(c2nc(-c3ccc(NC(=O)OCC(=O)c4ccccc4)c4ccccc34)c3c(N)nccn23)CC1. The target protein sequence is GSSPSLEQDDGDEETSVVIVGKISFCPKDVLGHGAEGTIVYRGMFDNRDVAVKRILPECFSFADREVQLLRESDEHPNVIRYFCTEKDRQFQYIAIELCAATLQEYVEQKDFAHLGLEPITLLQQTTSGLAHLHSLNIVHRDLKPHNILISMPNAHGKIKAMISDFGLCKKLAVGRHSFSRRSGVPGTEGWIAPEMLSEDCKENPTYTVDIFSAGCVFYYVISEGSHPFGKSLQRQANILLGACSLDCLHPEKHEDVIARELIEKMIAMDPQKRPSAKHVLKHPFFWSLEKQLQFFQDVSDRIEKESLDGPIVKQLERGGRAVVKMDWRENITVPLQTDLRKFRTYKGGSVRDLLRAMRNKKHHYRELPAEVRETLGSLPDDFVCYFTSRFPHLLAHTYRAMELCSHERLFQPYYFHEPPEPQPPVTPDAL. The pIC50 is 4.3. (3) The small molecule is Nc1nc(N)c(-c2cccc(Cl)c2)c(CCCc2ccccc2)n1. The target protein sequence is MENLSDVFDIYAICACCKVAPTSEGTKNEPFSPRTFRGLGNKGTLPWKCNSVDMKYFRSVTTYVDESKYEKLKWKRERYLRMEASQGGGDNTSGGDNTHGGDNADKLQNVVVMGRSNWESIPKQYKPLPNRINVVLSKTLTKEDVKEKVFIIDSIDDLLLLLKKLKYYKCFIIGGAQVYRECLSRNLIKQIYFTRINGAYPCDVFFPEFDESEFRVTSVSEVYNSKGTTLDFLVYSKV. The pIC50 is 4.9. (4) The pIC50 is 7.2. The small molecule is C=CC(=O)Nc1cccc(Nc2nc(Nc3ccc(NC(C)C)cc3OC)ncc2Cl)c1. The target protein sequence is MRRRHIVRKRTLRRLLQERELVEPLTPSGEAPNQALLRILKETEFKKIKVLGSGAFGTVYKGLWIPEGEKVKIPVAIKELREATSPKANKEILDEAYVMASVDNPHVCRLLGICLTSTVQLITQLMPFGCLLDYVREHKDNIGSQYLLNWCVQIAKGMNYLEDRRLVHRDLAARNVLVKTPQHVKITDFGLAKLLGAEEKEYHAEGGKVPIKWMALESILHRIYTHQSDVWSYGVTVWELMTFGSKPYDGIPASEISSILEKGERLPQPPICTIDVYMIMVKCWMIDADSRPKFRELIIEFSKMARDPQRYLVIQGDERMHLPSPTDSNFYRALMDEEDMDDVVDADEYLIPQQGFFSSPSTSRTPLLSSLSATSNNSTVACIDRNGLQSCPIKEDSFLQRYSSDPTGALTEDSIDDTFLPVPEYINQSVPKRPAGSVQNPVYHNQPLNPAPSRDPHYQDPHSTAVGNPEYLNTVQPTCVNSTFDSPAHWAQKGSHQISL.... (5) The compound is Cn1c(=O)c(F)c(Nc2ccc(C#N)cc2F)c2c(=O)n(C[C@H](O)CO)cnc21. The target protein sequence is PKKKPTPIQLNPAPDGSAVNGTSSAETNLEAFLTQKQKVGELKDDDFEKISELGAGNGGVVFKVSHKPSGLVMARKLIHLEIKPAIRNQIIRELQVLHECNSPYIVGFYGAFYSDGEISICMEHMDGGSLDQVLKKAGRIPEQILGKVSIAVIKGLTYLREKHKIMHRDVKPSNILVNSRGEIKLCDFGVSGQLIDEMANDFVGTRSYMSPERLQGTHYSVQSDIWSMGLSLVEMAVGRYPIPPPDAKELELMFGCQVEGDAAETPPRPRTPGRPLSSYGMDSRPPMAIFELLDYIVNEPPPKLPSGVFSLEFQDFVNKCLIKNPAERADLKQLMVHAFIKRSDAEEVDFAGWLCSTIGLNQPSTPTHAAGV. The pIC50 is 8.0. (6) The compound is CN(C)CC[C@@](O)(c1cccc2ccccc12)[C@H](c1ccccc1)c1cnc2ccc(Br)cc2c1. The target protein sequence is MDLDPNAIITAGALIGGGLIMGGGAIGAGIGDGIAGNALISGIARQPEAQGRLFTPFFITVGLVEAAYFINLAFMALFVFATPGLQ. The pIC50 is 8.0.